This data is from TCR-epitope binding with 47,182 pairs between 192 epitopes and 23,139 TCRs. The task is: Binary Classification. Given a T-cell receptor sequence (or CDR3 region) and an epitope sequence, predict whether binding occurs between them. The epitope is YLDAYNMMI. The TCR CDR3 sequence is CASSRGTATLETQYF. Result: 1 (the TCR binds to the epitope).